This data is from Catalyst prediction with 721,799 reactions and 888 catalyst types from USPTO. The task is: Predict which catalyst facilitates the given reaction. (1) Reactant: [C:1](N1C=CN=C1)(N1C=CN=C1)=[O:2].[C:13]([O:17][C:18]([NH:20][CH2:21][CH2:22][O:23][NH2:24])=[O:19])([CH3:16])([CH3:15])[CH3:14].C(N(C(C)C)C(C)C)C.S(=O)(=O)(O)O.[NH2:39][C:40]1[CH:41]=[N:42][N:43]([CH3:46])[C:44]=1[NH2:45]. Product: [NH2:45][C:44]1[N:43]([CH3:46])[N:42]=[CH:41][C:40]=1[NH:39][C:1]([NH:24][O:23][CH2:22][CH2:21][NH:20][C:18]([O:17][C:13]([CH3:16])([CH3:14])[CH3:15])=[O:19])=[O:2]. The catalyst class is: 2. (2) Reactant: [N:1]([CH2:4][CH2:5][NH2:6])=[N+:2]=[N-:3].C(N(CC)CC)C.[C:14](Cl)(=[O:28])[CH2:15][CH2:16][CH2:17][CH2:18][CH2:19][CH2:20][CH2:21][CH2:22][CH2:23][CH2:24][CH2:25][CH2:26][CH3:27]. Product: [N:1]([CH2:4][CH2:5][NH:6][C:14](=[O:28])[CH2:15][CH2:16][CH2:17][CH2:18][CH2:19][CH2:20][CH2:21][CH2:22][CH2:23][CH2:24][CH2:25][CH2:26][CH3:27])=[N+:2]=[N-:3]. The catalyst class is: 2. (3) Reactant: C([N:8]1[CH2:14][CH2:13][CH:12]([CH2:15][OH:16])[N:11](CC2C=CC=CC=2)[CH2:10][CH2:9]1)C1C=CC=CC=1. Product: [NH:8]1[CH2:14][CH2:13][CH:12]([CH2:15][OH:16])[NH:11][CH2:10][CH2:9]1. The catalyst class is: 19. (4) Reactant: C1C=CC(P(C2C=CC=CC=2)C2C=CC=CC=2)=CC=1.[F:20][C:21]([F:30])([F:29])[C:22]1[CH:27]=[CH:26][C:25]([OH:28])=[CH:24][CH:23]=1.C1C=CC(COC(/N=N/C(OCC2C=CC=CC=2)=O)=O)=CC=1.[CH2:53]([N:60]1[CH2:64][CH:63]([C:65]2[CH:70]=[CH:69][C:68]([Cl:71])=[C:67]([Cl:72])[CH:66]=2)[CH:62]([CH:73](O)[CH3:74])[CH2:61]1)[C:54]1[CH:59]=[CH:58][CH:57]=[CH:56][CH:55]=1. Product: [CH2:53]([N:60]1[CH2:61][CH:62]([CH:73]([O:28][C:25]2[CH:24]=[CH:23][C:22]([C:21]([F:29])([F:30])[F:20])=[CH:27][CH:26]=2)[CH3:74])[CH:63]([C:65]2[CH:70]=[CH:69][C:68]([Cl:71])=[C:67]([Cl:72])[CH:66]=2)[CH2:64]1)[C:54]1[CH:55]=[CH:56][CH:57]=[CH:58][CH:59]=1. The catalyst class is: 1. (5) Reactant: [CH3:1][O:2][C:3](=[O:16])[CH:4]([CH:13]([CH3:15])[CH3:14])[CH2:5][CH:6](OCC)[O:7]CC. Product: [CH:6]([CH2:5][CH:4]([CH:13]([CH3:15])[CH3:14])[C:3]([O:2][CH3:1])=[O:16])=[O:7]. The catalyst class is: 33. (6) Reactant: [N:1]1[CH:6]=[CH:5][CH:4]=[CH:3][C:2]=1[NH:7][C:8](=O)[O:9]C1C=CC(Cl)=CC=1.[F:18][C:19]([F:40])([F:39])[C:20]1[CH:21]=[C:22]([C:26]2[CH:27]=[CH:28][C:29]3[N:36]4[CH2:37][C@H:32]([CH2:33][CH2:34][CH2:35]4)[NH:31][C:30]=3[N:38]=2)[CH:23]=[N:24][CH:25]=1.CCOC(C)=O.O. Product: [N:1]1[CH:6]=[CH:5][CH:4]=[CH:3][C:2]=1[NH:7][C:8]([N:31]1[C@@H:32]2[CH2:37][N:36]([CH2:35][CH2:34][CH2:33]2)[C:29]2[CH:28]=[CH:27][C:26]([C:22]3[CH:23]=[N:24][CH:25]=[C:20]([C:19]([F:39])([F:18])[F:40])[CH:21]=3)=[N:38][C:30]1=2)=[O:9]. The catalyst class is: 241. (7) Reactant: [O:1]([C:8]1[CH:9]=[C:10]([CH:13]=[CH:14][CH:15]=1)[CH2:11][NH2:12])[C:2]1[CH:7]=[CH:6][CH:5]=[CH:4][CH:3]=1.[S:16]1[C:20]2[CH:21]=[C:22]([C:25](O)=[O:26])[CH:23]=[CH:24][C:19]=2[N:18]=[CH:17]1.F[P-](F)(F)(F)(F)F.N1(O[P+](N(C)C)(N(C)C)N(C)C)C2C=CC=CC=2N=N1.C(N(CC)CC)C. Product: [O:1]([C:8]1[CH:9]=[C:10]([CH:13]=[CH:14][CH:15]=1)[CH2:11][NH:12][C:25]([C:22]1[CH:23]=[CH:24][C:19]2[N:18]=[CH:17][S:16][C:20]=2[CH:21]=1)=[O:26])[C:2]1[CH:3]=[CH:4][CH:5]=[CH:6][CH:7]=1. The catalyst class is: 7. (8) Reactant: Cl[C:2]1[N:7]=[CH:6][N:5]=[C:4]2[C:8]3[C:9](=[N:11][C:12]([N:21]4[CH2:25][CH2:24][CH2:23][CH2:22]4)=[C:13]4[CH2:18][O:17][C:16]([CH3:20])([CH3:19])[CH2:15][C:14]=34)[S:10][C:3]=12.[CH3:26][O:27][C:28]1[C:35]([O:36][CH3:37])=[CH:34][CH:33]=[CH:32][C:29]=1[CH2:30][NH2:31]. Product: [CH3:26][O:27][C:28]1[C:35]([O:36][CH3:37])=[CH:34][CH:33]=[CH:32][C:29]=1[CH2:30][NH:31][C:2]1[N:7]=[CH:6][N:5]=[C:4]2[C:8]3[C:9](=[N:11][C:12]([N:21]4[CH2:25][CH2:24][CH2:23][CH2:22]4)=[C:13]4[CH2:18][O:17][C:16]([CH3:20])([CH3:19])[CH2:15][C:14]=34)[S:10][C:3]=12. The catalyst class is: 8.